This data is from Drug-target binding data from BindingDB using Ki measurements. The task is: Regression. Given a target protein amino acid sequence and a drug SMILES string, predict the binding affinity score between them. We predict pKi (pKi = -log10(Ki in M); higher means stronger inhibition). Dataset: bindingdb_ki. (1) The target protein sequence is PQITLWQRPLVTVKIGGQLREALLDTGADDTVLEDINLPGKWKPKMIGGIGGFIKVKQYEQVLIEICGKKAIGTVLVGPTPVNIIGRNMLTQIGCTLNF. The pKi is 8.8. The small molecule is COc1ccc(NC(=O)COC(=O)CCNS(=O)(=O)c2ccc(Cl)cc2)cc1. (2) The compound is CSc1ccc2c(c1)C(N1CCN(C)CC1)Cc1ccccc1S2. The target protein sequence is IPPMLGWRTPEDRSDPDACTISKDHGYTIYSTFGAFYVPLLLMLVLYGRIFRAARFRIRKTVKKVEKKGADTRFGATPAPQPRKSVNGEPGSRDWRQGVENKGVGLACANGAVRQGDDGAALEVIEVHRVGNSKEHLPLPSEAGAASGAPASFERKNERNAEAKRKMALA. The pKi is 6.1. (3) The small molecule is C[C@H]1O[C@H](O[C@@H]2[C@@H](CO)O[C@H](O[C@@H]3[C@@H](CO)O[C@@H](O)[C@H](O)[C@H]3O)[C@H](O)[C@H]2O)[C@H](O)[C@@H](O)[C@@H]1N[C@H]1C=C(CO)[C@@H](O)[C@H](O)[C@H]1O. The target protein sequence is MKKTWWKEGVAYQIYPRSFMDANGDGIGDLRGIIEKLDYLVELGVDIVWICPIYRSPNADNGYDISDYYAIMDEFGTMDDFDELLAQAHRRGLKIILDLVINHTSDEHPWFIESRSSRDNPKRDWYIWRDGKDGREPNNWESIFGGSAWQYDERTGQYYLHLFDVKQPDLNWENSEVRQALYDMINWWLDKGIDGFRIDAISHIKKKPGLPDLPNPKGLKYVPSFAAHMNQPGIMEYLRELKEQTFARYDIMTVGEANGVTVDEAEQWVGEENGVFHMIFQFEHLGLWKRKADGSIDVRRLKRTLTKWQKGLENRGWNALFLENHDLPRSVSTWGNDREYWAESAKALGALYFFMQGTPFIYQGQEIGMTNVQFSDIRDYRDVAALRLYELERANGRTHEEVMKIIWKTGRDNSRTPMQWSDAPNAGFTTGTPWIKVNENYRTINVEAERRDPNSVWSFYRQMIQLRKANELFVYGAYDLLLENHPSIYAYTRTLGRDRA.... The pKi is 6.5.